From a dataset of HIV replication inhibition screening data with 41,000+ compounds from the AIDS Antiviral Screen. Binary Classification. Given a drug SMILES string, predict its activity (active/inactive) in a high-throughput screening assay against a specified biological target. The drug is CC1=CC(=O)N2CCN=C2S1. The result is 0 (inactive).